This data is from Reaction yield outcomes from USPTO patents with 853,638 reactions. The task is: Predict the reaction yield, written as a fraction of the theoretical maximum amount of product (1.0 means a 100% yield; for example, 0.34 means a 34% yield). (1) The reactants are [NH2:1][C:2]1[N:3]=[CH:4][C:5]2[CH2:6][C:7](=[O:21])[NH:8][C:9]3[CH:16]=[C:15]([C:17]([F:20])([F:19])[F:18])[CH:14]=[CH:13][C:10]=3[C:11]=2[N:12]=1.Br[C:23]1[C:24]([C:30]([F:33])([F:32])[F:31])=[N:25][CH:26]=[C:27]([Cl:29])[CH:28]=1.CC(C1C=C(C(C)C)C(C2C=CC=CC=2P(C2CCCCC2)C2CCCCC2)=C(C(C)C)C=1)C.CC([O-])(C)C.[K+]. The catalyst is C1C=CC(/C=C/C(/C=C/C2C=CC=CC=2)=O)=CC=1.C1C=CC(/C=C/C(/C=C/C2C=CC=CC=2)=O)=CC=1.C1C=CC(/C=C/C(/C=C/C2C=CC=CC=2)=O)=CC=1.[Pd].[Pd].C1COCC1.C(O)(C)(C)C. The product is [Cl:29][C:27]1[CH:28]=[C:23]([NH:1][C:2]2[N:3]=[CH:4][C:5]3[CH2:6][C:7](=[O:21])[NH:8][C:9]4[CH:16]=[C:15]([C:17]([F:20])([F:19])[F:18])[CH:14]=[CH:13][C:10]=4[C:11]=3[N:12]=2)[C:24]([C:30]([F:33])([F:31])[F:32])=[N:25][CH:26]=1. The yield is 0.120. (2) The reactants are [O:1]1[C:10]2[C:5](=[N:6][CH:7]=[CH:8][CH:9]=2)[CH:4]([N:11]([CH2:13][C:14]2[NH:18][C:17]3[CH:19]=[CH:20][CH:21]=[C:22]([N:23]4[CH2:28][CH2:27][N:26](C(OC(C)(C)C)=O)[CH2:25][CH2:24]4)[C:16]=3[N:15]=2)[CH3:12])[CH2:3][CH2:2]1.FC(F)(F)C(O)=O. The catalyst is ClCCl. The product is [CH3:12][N:11]([CH2:13][C:14]1[NH:18][C:17]2[CH:19]=[CH:20][CH:21]=[C:22]([N:23]3[CH2:24][CH2:25][NH:26][CH2:27][CH2:28]3)[C:16]=2[N:15]=1)[CH:4]1[C:5]2=[N:6][CH:7]=[CH:8][CH:9]=[C:10]2[O:1][CH2:2][CH2:3]1. The yield is 0.470. (3) The reactants are [N:1]1[CH:6]=[CH:5][CH:4]=[CH:3][C:2]=1[C:7]1[CH:13]=[CH:12][CH:11]=[CH:10][C:8]=1N.[N:14]1C=CC=CC=1.[N+:20]([C:23]1[CH:28]=[CH:27][CH:26]=[CH:25][C:24]=1[S:29](Cl)(=[O:31])=[O:30])([O-:22])=[O:21].O. The catalyst is C(Cl)Cl. The product is [N:1]1[CH:6]=[CH:5][CH:4]=[CH:3][C:2]=1[C:7]1[CH:13]=[CH:12][CH:11]=[CH:10][C:8]=1[C:28]1[C:23]([N+:20]([O-:22])=[O:21])=[C:24]([S:29]([NH2:14])(=[O:31])=[O:30])[CH:25]=[CH:26][CH:27]=1. The yield is 0.750. (4) The reactants are [F:1][C:2]1[CH:7]=[CH:6][C:5]([CH2:8][N:9]([CH3:26])[CH2:10][CH2:11][C:12]2[CH:13]=[N:14][N:15]([C:17]3[CH:22]=[C:21]([C:23]([OH:25])=O)[CH:20]=[CH:19][N:18]=3)[CH:16]=2)=[CH:4][CH:3]=1.[N:27]#[C:28][NH2:29].CN(C(ON1N=NC2C=CC=NC1=2)=[N+](C)C)C.F[P-](F)(F)(F)(F)F.CCN(C(C)C)C(C)C. The catalyst is CN(C=O)C. The product is [C:28]([NH:29][C:23]([C:21]1[CH:20]=[CH:19][N:18]=[C:17]([N:15]2[CH:16]=[C:12]([CH2:11][CH2:10][N:9]([CH2:8][C:5]3[CH:4]=[CH:3][C:2]([F:1])=[CH:7][CH:6]=3)[CH3:26])[CH:13]=[N:14]2)[CH:22]=1)=[O:25])#[N:27]. The yield is 0.200. (5) The product is [F:18][C:15]1[CH:16]=[CH:17][C:12]([CH2:11][O:10][C:9]2[CH:8]=[CH:7][C:4]([CH2:5][CH2:22][N+:19]([O-:21])=[O:20])=[CH:3][C:2]=2[F:1])=[N:13][CH:14]=1. The catalyst is O.C(O)(=O)C.CS(C)=O.C(OCC)(=O)C. The reactants are [F:1][C:2]1[CH:3]=[C:4]([CH:7]=[CH:8][C:9]=1[O:10][CH2:11][C:12]1[CH:17]=[CH:16][C:15]([F:18])=[CH:14][N:13]=1)[CH:5]=O.[N+:19]([CH3:22])([O-:21])=[O:20].C([O-])(=O)C.[NH4+].[BH4-].[Na+]. The yield is 0.460. (6) The reactants are [C:1]([NH:4][C@H:5]([CH2:9][O:10][CH3:11])[C:6]([OH:8])=O)(=[O:3])[CH3:2].ClC(OCC(C)C)=O.CN1CCOCC1.[CH2:27]([NH2:34])[C:28]1[CH:33]=[CH:32][CH:31]=[CH:30][CH:29]=1. The catalyst is O1CCCC1.C(OCC)(=O)C. The product is [C:1]([NH:4][C@H:5]([CH2:9][O:10][CH3:11])[C:6]([NH:34][CH2:27][C:28]1[CH:33]=[CH:32][CH:31]=[CH:30][CH:29]=1)=[O:8])(=[O:3])[CH3:2]. The yield is 0.185. (7) The reactants are [Br:1][C:2]1[CH:3]=[C:4]2[C:8](=[CH:9][CH:10]=1)[NH:7][CH:6]=[C:5]2[CH:11]=O.P([O-])([O-])(O)=O.[NH4+].[NH4+].[N+:20](CCC)([O-])=O. The catalyst is C(O)(=O)C. The product is [Br:1][C:2]1[CH:3]=[C:4]2[C:8](=[CH:9][CH:10]=1)[NH:7][CH:6]=[C:5]2[C:11]#[N:20]. The yield is 0.650.